From a dataset of Reaction yield outcomes from USPTO patents with 853,638 reactions. Predict the reaction yield, written as a fraction of the theoretical maximum amount of product (1.0 means a 100% yield; for example, 0.34 means a 34% yield). The reactants are [CH2:1]([O:5][C:6]1[CH:11]=[CH:10][C:9]([N+:12]([O-])=O)=[CH:8][CH:7]=1)[CH:2]([CH3:4])[CH3:3]. The catalyst is C(OCC)(=O)C.[Pd]. The product is [CH2:1]([O:5][C:6]1[CH:7]=[CH:8][C:9]([NH2:12])=[CH:10][CH:11]=1)[CH:2]([CH3:4])[CH3:3]. The yield is 0.990.